Dataset: Forward reaction prediction with 1.9M reactions from USPTO patents (1976-2016). Task: Predict the product of the given reaction. Given the reactants [CH3:1][O:2][C:3](=[O:14])[CH2:4][O:5][C:6]1[CH:11]=[CH:10][C:9]([Cl:12])=[C:8]([NH2:13])[CH:7]=1.C([O:17][C:18](=O)[CH:19]([CH2:24][C:25]1[CH:30]=[CH:29][C:28]([C:31](=[O:35])[CH:32]([CH3:34])[CH3:33])=[CH:27][CH:26]=1)[C:20](=O)[CH2:21][CH3:22])C, predict the reaction product. The product is: [CH3:1][O:2][C:3](=[O:14])[CH2:4][O:5][C:6]1[CH:11]=[CH:10][C:9]([Cl:12])=[C:8]2[C:7]=1[C:18](=[O:17])[C:19]([CH2:24][C:25]1[CH:26]=[CH:27][C:28]([C:31](=[O:35])[CH:32]([CH3:33])[CH3:34])=[CH:29][CH:30]=1)=[C:20]([CH2:21][CH3:22])[NH:13]2.